Dataset: Reaction yield outcomes from USPTO patents with 853,638 reactions. Task: Predict the reaction yield, written as a fraction of the theoretical maximum amount of product (1.0 means a 100% yield; for example, 0.34 means a 34% yield). (1) The reactants are [F:8][C:7]([F:10])([F:9])[C:6](O[C:6](=[O:11])[C:7]([F:10])([F:9])[F:8])=[O:11].[NH2:14][CH2:15][CH:16]1[CH2:21][N:20]([CH3:22])[CH2:19][CH2:18][N:17]1[CH2:23][C:24]1[CH:29]=[CH:28][CH:27]=[CH:26][CH:25]=1.C(N(CC)CC)C. The catalyst is ClCCl. The product is [CH2:23]([N:17]1[CH2:18][CH2:19][N:20]([CH3:22])[CH2:21][CH:16]1[CH2:15][NH:14][C:6](=[O:11])[C:7]([F:8])([F:9])[F:10])[C:24]1[CH:25]=[CH:26][CH:27]=[CH:28][CH:29]=1. The yield is 0.410. (2) The reactants are [OH:1][CH2:2][C:3]1([NH:9][C:10](=[O:20])[CH2:11][C:12]2[CH:17]=[CH:16][C:15]([O:18][CH3:19])=[CH:14][CH:13]=2)[CH2:8][CH2:7][CH2:6][CH2:5][CH2:4]1.O. The catalyst is CS(C)=O. The product is [CH:2]([C:3]1([NH:9][C:10](=[O:20])[CH2:11][C:12]2[CH:13]=[CH:14][C:15]([O:18][CH3:19])=[CH:16][CH:17]=2)[CH2:8][CH2:7][CH2:6][CH2:5][CH2:4]1)=[O:1]. The yield is 0.890. (3) The reactants are [C:1]([O:5][C:6]([N:8]1[CH2:16][C:15]2[C:10](=[CH:11][CH:12]=[C:13](I)[CH:14]=2)[CH2:9]1)=[O:7])([CH3:4])([CH3:3])[CH3:2].C([Sn](CCCC)(CCCC)[C:23]1[CH2:24][CH2:25][O:26][CH2:27][CH:28]=1)CCC.C1([As](C2C=CC=CC=2)C2C=CC=CC=2)C=CC=CC=1.[Cl-].[Li+].C(C1C(O)=C(C(C)(C)C)C=C(C)C=1)(C)(C)C. The catalyst is CN(C=O)C.Cl[Pd](Cl)([P](C1C=CC=CC=1)(C1C=CC=CC=1)C1C=CC=CC=1)[P](C1C=CC=CC=1)(C1C=CC=CC=1)C1C=CC=CC=1. The product is [C:1]([O:5][C:6]([N:8]1[CH2:16][C:15]2[C:10](=[CH:11][CH:12]=[C:13]([C:23]3[CH2:28][CH2:27][O:26][CH2:25][CH:24]=3)[CH:14]=2)[CH2:9]1)=[O:7])([CH3:4])([CH3:3])[CH3:2]. The yield is 0.740. (4) The reactants are Cl.Cl[C:3]1[N:8]=[CH:7][N:6]=[C:5]([NH:9][C:10]2[CH:15]=[CH:14][CH:13]=[C:12]([Cl:16])[CH:11]=2)[CH:4]=1.[CH3:17][O:18][CH2:19][CH2:20][NH2:21].CCN(C(C)C)C(C)C. The catalyst is CCCCO. The product is [Cl:16][C:12]1[CH:11]=[C:10]([NH:9][C:5]2[CH:4]=[C:3]([NH:21][CH2:20][CH2:19][O:18][CH3:17])[N:8]=[CH:7][N:6]=2)[CH:15]=[CH:14][CH:13]=1. The yield is 0.700. (5) The reactants are [CH2:1]([O:3][C:4](=[O:41])[CH2:5][CH2:6][CH2:7][O:8][C:9]1[CH:14]=[CH:13][CH:12]=[C:11]([CH2:15][CH2:16][CH2:17][CH2:18][CH2:19][CH2:20][O:21][C:22]2[CH:27]=[C:26]([C:28]3[CH:32]=[CH:31][S:30][CH:29]=3)[CH:25]=[C:24](I)[CH:23]=2)[C:10]=1[CH2:34][CH2:35][C:36]([O:38][CH2:39][CH3:40])=[O:37])[CH3:2].[N:42]1[CH:47]=[CH:46][C:45](B(O)O)=[CH:44][CH:43]=1. No catalyst specified. The product is [CH2:1]([O:3][C:4](=[O:41])[CH2:5][CH2:6][CH2:7][O:8][C:9]1[CH:14]=[CH:13][CH:12]=[C:11]([CH2:15][CH2:16][CH2:17][CH2:18][CH2:19][CH2:20][O:21][C:22]2[CH:27]=[C:26]([C:28]3[CH:32]=[CH:31][S:30][CH:29]=3)[CH:25]=[C:24]([C:45]3[CH:46]=[CH:47][N:42]=[CH:43][CH:44]=3)[CH:23]=2)[C:10]=1[CH2:34][CH2:35][C:36]([O:38][CH2:39][CH3:40])=[O:37])[CH3:2]. The yield is 0.620. (6) The reactants are Br[C:2]1[CH:7]=[CH:6][C:5]([C:8]2[CH:13]=[CH:12][CH:11]=[CH:10][CH:9]=2)=[C:4]([F:14])[CH:3]=1.C([Li])CCC.CN([CH:23]=[O:24])C. The catalyst is O1CCCC1. The product is [F:14][C:4]1[CH:3]=[C:2]([CH:23]=[O:24])[CH:7]=[CH:6][C:5]=1[C:8]1[CH:13]=[CH:12][CH:11]=[CH:10][CH:9]=1. The yield is 0.625. (7) The reactants are [CH3:1][S:2]([C:5]1[CH:6]=[CH:7][C:8]([O:14][C@H:15]([CH3:20])[C:16]([F:19])([F:18])[F:17])=[C:9]([CH:13]=1)[C:10]([OH:12])=O)(=[O:4])=[O:3].Cl.[CH3:22][C:23]1[N:24]=[C:25]([N:32]2[CH2:37][CH2:36][NH:35][CH2:34][CH2:33]2)[S:26][C:27]=1[C:28]([F:31])([F:30])[F:29]. No catalyst specified. The product is [CH3:1][S:2]([C:5]1[CH:6]=[CH:7][C:8]([O:14][C@H:15]([CH3:20])[C:16]([F:19])([F:18])[F:17])=[C:9]([C:10]([N:35]2[CH2:36][CH2:37][N:32]([C:25]3[S:26][C:27]([C:28]([F:31])([F:29])[F:30])=[C:23]([CH3:22])[N:24]=3)[CH2:33][CH2:34]2)=[O:12])[CH:13]=1)(=[O:3])=[O:4]. The yield is 0.570.